Dataset: Full USPTO retrosynthesis dataset with 1.9M reactions from patents (1976-2016). Task: Predict the reactants needed to synthesize the given product. (1) Given the product [CH3:1][N:2]([S:15]([C:18]1[S:19][CH:20]=[CH:21][CH:22]=1)(=[O:17])=[O:16])[C:3]1[CH:4]=[CH:5][CH:6]=[C:7]2[C:11]=1[NH:10][C:9]([C:12]1[S:14][C:30]([C:31]([OH:27])=[O:24])=[CH:29][N:13]=1)=[CH:8]2, predict the reactants needed to synthesize it. The reactants are: [CH3:1][N:2]([S:15]([C:18]1[S:19][CH:20]=[CH:21][CH:22]=1)(=[O:17])=[O:16])[C:3]1[CH:4]=[CH:5][CH:6]=[C:7]2[C:11]=1[NH:10][C:9]([C:12](=[S:14])[NH2:13])=[CH:8]2.[K].[OH-:24].[Na+].Cl.[O:27]1[CH2:31][CH2:30][CH2:29]C1. (2) Given the product [Cl:8][C:6]1[N:5]=[N:4][C:3]([O:20][C:14]2[C:15]([CH3:19])=[CH:16][CH:17]=[CH:18][C:13]=2[CH:10]2[CH2:11][CH2:12]2)=[C:2]([OH:1])[CH:7]=1, predict the reactants needed to synthesize it. The reactants are: [OH:1][C:2]1[CH:7]=[C:6]([Cl:8])[N:5]=[N:4][C:3]=1Cl.[CH:10]1([C:13]2[CH:18]=[CH:17][CH:16]=[C:15]([CH3:19])[C:14]=2[OH:20])[CH2:12][CH2:11]1.[OH-].[K+].Cl. (3) Given the product [F:1][C:2]1[CH:3]=[C:4]([CH:5]=[O:6])[CH:7]=[CH:8][C:9]=1[O:11][C:12]1[CH:19]=[CH:18][C:15]([C:16]#[N:17])=[C:14]([C:20]([F:21])([F:22])[F:23])[CH:13]=1, predict the reactants needed to synthesize it. The reactants are: [F:1][C:2]1[CH:3]=[C:4]([CH:7]=[CH:8][C:9]=1F)[CH:5]=[O:6].[OH:11][C:12]1[CH:19]=[CH:18][C:15]([C:16]#[N:17])=[C:14]([C:20]([F:23])([F:22])[F:21])[CH:13]=1. (4) Given the product [CH3:29][N:8]1[CH:7]([C:16]2[CH:17]=[CH:18][C:19]([C:20]([O:22][CH2:23][CH3:24])=[O:21])=[CH:25][CH:26]=2)[C:6]2[CH:1]=[CH:2][CH:3]=[CH:4][C:5]=2[O:11][C:10]2[CH:12]=[CH:13][CH:14]=[CH:15][C:9]1=2, predict the reactants needed to synthesize it. The reactants are: [CH:1]1[C:6]2[C:7]([C:16]3[CH:26]=[CH:25][C:19]([C:20]([O:22][CH2:23][CH3:24])=[O:21])=[CH:18][CH:17]=3)=[N:8][C:9]3[CH:15]=[CH:14][CH:13]=[CH:12][C:10]=3[O:11][C:5]=2[CH:4]=[CH:3][CH:2]=1.[BH4-].[Na+].[C:29](=O)(O)[O-].[Na+].